The task is: Regression. Given a peptide amino acid sequence and an MHC pseudo amino acid sequence, predict their binding affinity value. This is MHC class I binding data.. This data is from Peptide-MHC class I binding affinity with 185,985 pairs from IEDB/IMGT. The peptide sequence is AVRQKSRWI. The MHC is HLA-A02:03 with pseudo-sequence HLA-A02:03. The binding affinity (normalized) is 0.0847.